From a dataset of Full USPTO retrosynthesis dataset with 1.9M reactions from patents (1976-2016). Predict the reactants needed to synthesize the given product. (1) Given the product [C:1]([O:5][C:6](=[O:28])[NH:7][CH:8]([CH3:27])[C:9]([NH:11][C:12]1[CH:17]=[CH:16][C:15]([CH:31]2[CH2:35][CH2:34][CH2:33][CH2:32]2)=[C:14]([C:19]#[C:20][C:21]2[CH:26]=[CH:25][CH:24]=[CH:23][CH:22]=2)[N:13]=1)=[O:10])([CH3:4])([CH3:3])[CH3:2], predict the reactants needed to synthesize it. The reactants are: [C:1]([O:5][C:6](=[O:28])[NH:7][CH:8]([CH3:27])[C:9]([NH:11][C:12]1[CH:17]=[CH:16][C:15](Br)=[C:14]([C:19]#[C:20][C:21]2[CH:26]=[CH:25][CH:24]=[CH:23][CH:22]=2)[N:13]=1)=[O:10])([CH3:4])([CH3:3])[CH3:2].Br[Zn][CH:31]1[CH2:35][CH2:34][CH2:33][CH2:32]1. (2) Given the product [F:30][C:12]1[O:13][C:9]2[CH:8]=[CH:7][C:6]([CH:2]3[O:3][CH2:4][CH2:5][O:1]3)=[CH:14][C:10]=2[CH:11]=1, predict the reactants needed to synthesize it. The reactants are: [O:1]1[CH2:5][CH2:4][O:3][CH:2]1[C:6]1[CH:7]=[CH:8][C:9]2[O:13][CH:12]=[CH:11][C:10]=2[CH:14]=1.C([Li])CCC.C1C=CC(S(N(S(C2C=CC=CC=2)(=O)=O)[F:30])(=O)=O)=CC=1.O. (3) Given the product [Cl:17][C:18]1[CH:23]=[CH:22][CH:21]=[C:20]([Cl:24])[C:19]=1[NH:25][C:26](=[O:27])[NH:1][C:2]1[CH:10]=[CH:9][C:8]([I:11])=[CH:7][C:3]=1[C:4]([OH:6])=[O:5], predict the reactants needed to synthesize it. The reactants are: [NH2:1][C:2]1[CH:10]=[CH:9][C:8]([I:11])=[CH:7][C:3]=1[C:4]([OH:6])=[O:5].C(=O)(O)[O-].[Na+].[Cl:17][C:18]1[CH:23]=[CH:22][CH:21]=[C:20]([Cl:24])[C:19]=1[N:25]=[C:26]=[O:27].Cl. (4) Given the product [Cl:40][C:3]1[N:4]=[CH:5][C:6]([O:9][CH:10]2[CH2:16][CH2:15][CH2:14][CH2:13][CH2:12][CH2:11]2)=[CH:7][CH:8]=1, predict the reactants needed to synthesize it. The reactants are: NC[C:3]1[CH:8]=[CH:7][C:6]([O:9][CH:10]2[CH2:16][CH2:15][CH2:14][CH2:13][CH2:12][CH2:11]2)=[CH:5][N:4]=1.C(OC(NCC1C=CC(OC2CCCCCC2)=CN=1)=O)(C)(C)C.[ClH:40]. (5) The reactants are: Br[C:2]1[CH:7]=[CH:6][N:5]=[C:4]([NH:8][CH2:9][CH2:10][CH2:11][CH3:12])[CH:3]=1.[NH:13]1[CH2:17][CH2:16][C@@H:15]([NH:18][C:19](=[O:25])[O:20][C:21]([CH3:24])([CH3:23])[CH3:22])[CH2:14]1.CC1(C)C2C=CC=C(P(C3C=CC=CC=3)C3C=CC=CC=3)C=2OC2C1=CC=CC=2P(C1C=CC=CC=1)C1C=CC=CC=1.C(O[Na])(C)(C)C. Given the product [CH2:9]([NH:8][C:4]1[CH:3]=[C:2]([N:13]2[CH2:17][CH2:16][C@@H:15]([NH:18][C:19](=[O:25])[O:20][C:21]([CH3:23])([CH3:22])[CH3:24])[CH2:14]2)[CH:7]=[CH:6][N:5]=1)[CH2:10][CH2:11][CH3:12], predict the reactants needed to synthesize it. (6) Given the product [CH3:2][O:3][C:4]([C@@H:6]1[CH2:10][CH2:9][CH2:8][C@@H:7]1[NH:11][CH2:17][C:16]1[CH:19]=[CH:20][C:13]([F:12])=[C:14]([Cl:21])[CH:15]=1)=[O:5], predict the reactants needed to synthesize it. The reactants are: Cl.[CH3:2][O:3][C:4]([C@@H:6]1[CH2:10][CH2:9][CH2:8][C@@H:7]1[NH2:11])=[O:5].[F:12][C:13]1[CH:20]=[CH:19][C:16]([CH:17]=O)=[CH:15][C:14]=1[Cl:21].C(O)(=O)C.[BH4-].[Na+].